This data is from Reaction yield outcomes from USPTO patents with 853,638 reactions. The task is: Predict the reaction yield, written as a fraction of the theoretical maximum amount of product (1.0 means a 100% yield; for example, 0.34 means a 34% yield). The reactants are [CH2:1]([C:5]1[N:6]=[C:7]([CH3:37])[N:8]([CH2:31][C:32]([O:34]CC)=[O:33])[C:9](=[O:30])[C:10]=1[CH2:11][C:12]1[CH:17]=[CH:16][C:15]([C:18]2[CH:23]=[CH:22][CH:21]=[CH:20][C:19]=2[C:24]2[NH:28][C:27](=[O:29])[O:26][N:25]=2)=[CH:14][CH:13]=1)[CH2:2][CH2:3][CH3:4].[OH-].[Na+].O1CCCC1.Cl. The catalyst is C(OCC)(=O)C.C(O)C. The product is [CH2:1]([C:5]1[N:6]=[C:7]([CH3:37])[N:8]([CH2:31][C:32]([OH:34])=[O:33])[C:9](=[O:30])[C:10]=1[CH2:11][C:12]1[CH:13]=[CH:14][C:15]([C:18]2[CH:23]=[CH:22][CH:21]=[CH:20][C:19]=2[C:24]2[NH:28][C:27](=[O:29])[O:26][N:25]=2)=[CH:16][CH:17]=1)[CH2:2][CH2:3][CH3:4]. The yield is 0.920.